Dataset: Reaction yield outcomes from USPTO patents with 853,638 reactions. Task: Predict the reaction yield, written as a fraction of the theoretical maximum amount of product (1.0 means a 100% yield; for example, 0.34 means a 34% yield). The reactants are [NH2:1][C:2]1[C:20]([Br:21])=[CH:19][C:5]([CH2:6][C@H:7]([C:16]([OH:18])=O)[NH:8][C:9]([O:11][C:12]([CH3:15])([CH3:14])[CH3:13])=[O:10])=[CH:4][C:3]=1[Br:22].[N:23]1[CH:28]=[CH:27][C:26]([N:29]2[CH2:34][CH2:33][NH:32][CH2:31][CH2:30]2)=[N:25][CH:24]=1.CN(C(ON1N=NC2C=CC=CC1=2)=[N+](C)C)C.[B-](F)(F)(F)F. No catalyst specified. The product is [NH2:1][C:2]1[C:3]([Br:22])=[CH:4][C:5]([CH2:6][C@H:7]([C:16]([N:32]2[CH2:33][CH2:34][N:29]([C:26]3[CH:27]=[CH:28][N:23]=[CH:24][N:25]=3)[CH2:30][CH2:31]2)=[O:18])[NH:8][C:9]([O:11][C:12]([CH3:13])([CH3:14])[CH3:15])=[O:10])=[CH:19][C:20]=1[Br:21]. The yield is 0.920.